From a dataset of Full USPTO retrosynthesis dataset with 1.9M reactions from patents (1976-2016). Predict the reactants needed to synthesize the given product. (1) Given the product [NH2:1][C:2]1[S:6][C:5]([S:7]([C:8]([CH3:11])([CH3:9])[CH3:10])=[O:18])=[N:4][C:3]=1[C:12]1[CH:17]=[CH:16][CH:15]=[CH:14][CH:13]=1, predict the reactants needed to synthesize it. The reactants are: [NH2:1][C:2]1[S:6][C:5]([S:7][C:8]([CH3:11])([CH3:10])[CH3:9])=[N:4][C:3]=1[C:12]1[CH:17]=[CH:16][CH:15]=[CH:14][CH:13]=1.[OH:18]O. (2) Given the product [ClH:1].[Cl:1][C:2]1[CH:31]=[CH:30][C:5]([CH2:6][CH2:7][N:8]2[CH2:13][CH2:12][N:11]([C:14]3[CH:19]=[CH:18][C:17]4[C:20]5[CH2:21][N:22]([CH3:28])[CH2:23][CH2:24][CH2:25][C:26]=5[O:27][C:16]=4[CH:15]=3)[C:10](=[O:29])[CH2:9]2)=[CH:4][CH:3]=1, predict the reactants needed to synthesize it. The reactants are: [Cl:1][C:2]1[CH:31]=[CH:30][C:5]([CH2:6][CH2:7][N:8]2[CH2:13][CH2:12][N:11]([C:14]3[CH:19]=[CH:18][C:17]4[C:20]5[CH2:21][N:22]([CH3:28])[CH2:23][CH2:24][CH2:25][C:26]=5[O:27][C:16]=4[CH:15]=3)[C:10](=[O:29])[CH2:9]2)=[CH:4][CH:3]=1.Cl. (3) Given the product [F:27][CH:28]([CH3:32])[C:29]([N:5]1[C@@H:4]([CH:1]([CH3:3])[CH3:2])[C:8]([C:15]2[CH:16]=[CH:17][CH:18]=[CH:19][CH:20]=2)([C:9]2[CH:14]=[CH:13][CH:12]=[CH:11][CH:10]=2)[O:7][C:6]1=[O:21])=[O:30], predict the reactants needed to synthesize it. The reactants are: [CH:1]([C@H:4]1[C:8]([C:15]2[CH:20]=[CH:19][CH:18]=[CH:17][CH:16]=2)([C:9]2[CH:14]=[CH:13][CH:12]=[CH:11][CH:10]=2)[O:7][C:6](=[O:21])[NH:5]1)([CH3:3])[CH3:2].C([Li])CCC.[F:27][CH:28]([CH3:32])[C:29](Cl)=[O:30].[NH4+].[Cl-]. (4) The reactants are: C(N(CC)CC)C.Cl.[NH:9]1[CH2:14][CH2:13][CH2:12][C@@H:11]([C:15]([N:17]2[CH2:21][CH2:20][CH2:19][CH2:18]2)=[O:16])[CH2:10]1.Cl[C:23]1[N:28]=[C:27]([NH2:29])[C:26]([N+:30]([O-:32])=[O:31])=[CH:25][CH:24]=1.[Cl-].[NH4+]. Given the product [NH2:29][C:27]1[N:28]=[C:23]([N:9]2[CH2:14][CH2:13][CH2:12][C@@H:11]([C:15]([N:17]3[CH2:18][CH2:19][CH2:20][CH2:21]3)=[O:16])[CH2:10]2)[CH:24]=[CH:25][C:26]=1[N+:30]([O-:32])=[O:31], predict the reactants needed to synthesize it.